This data is from Antibody developability classification from SAbDab with 2,409 antibodies. The task is: Regression/Classification. Given an antibody's heavy chain and light chain sequences, predict its developability. TAP uses regression for 5 developability metrics; SAbDab uses binary classification. The antibody is ['QVQLQESGAELVRPGASVKLSCKASGYTFSISWINWVKQRPGQGLEWIGNIYPSGGYTNYNQKFKDKATLTVDKSSNTAYIQLSSPTSEDSAVYYCTRGYGHLDYWGQGTTLTVSA', 'DIQLTQSPALMSASPGEKVTMTCSASSSVTFMYWYQQKPRSSPKPWIYLTSNLASGVPARFSGSGSGTSYSLTISSMEAEDAATYYCQQWSSNPYTFGGGTKLELK']. Result: 0 (not developable).